From a dataset of Experimental lipophilicity measurements (octanol/water distribution) for 4,200 compounds from AstraZeneca. Regression/Classification. Given a drug SMILES string, predict its absorption, distribution, metabolism, or excretion properties. Task type varies by dataset: regression for continuous measurements (e.g., permeability, clearance, half-life) or binary classification for categorical outcomes (e.g., BBB penetration, CYP inhibition). For this dataset (lipophilicity_astrazeneca), we predict Y. (1) The compound is Cc1c(Sc2ccc(Cl)cc2)c2c(S(C)(=O)=O)cccc2n1CC(=O)O. The Y is 0.580 logD. (2) The compound is CC(NC(=O)C1(N)CCN(c2ncnc3[nH]ccc23)CC1)c1ccc(F)cc1. The Y is 2.40 logD. (3) The molecule is CNCc1cccc(-c2ccc3c(N4CCOCC4)nc(N4C[C@H](C)O[C@H](C)C4)nc3n2)c1. The Y is 1.26 logD.